This data is from Full USPTO retrosynthesis dataset with 1.9M reactions from patents (1976-2016). The task is: Predict the reactants needed to synthesize the given product. (1) The reactants are: [C:1]([O:5][C:6](=[O:21])[NH:7][CH2:8][CH2:9][O:10][C:11]1[CH:16]=[CH:15][C:14]([NH2:17])=[C:13]([N+:18]([O-])=O)[CH:12]=1)([CH3:4])([CH3:3])[CH3:2].O[CH:23]1[CH:28](O)OCCO1.CCOC(C)=O.C1(N)C=CC=CC=1N. Given the product [C:1]([O:5][C:6](=[O:21])[NH:7][CH2:8][CH2:9][O:10][C:11]1[CH:12]=[C:13]2[C:14](=[CH:15][CH:16]=1)[N:17]=[CH:28][CH:23]=[N:18]2)([CH3:4])([CH3:3])[CH3:2], predict the reactants needed to synthesize it. (2) Given the product [CH3:1][C:2]1[CH:3]=[CH:4][C:5]([C:8]2[O:12][N:11]=[CH:10][C:9]=2[C:13]([N:31]2[CH2:32][CH2:33][CH:29]([CH2:28][C:27]3[CH:34]=[CH:35][C:24]([C:23]([F:22])([F:36])[F:37])=[CH:25][CH:26]=3)[CH2:30]2)=[O:15])=[CH:6][CH:7]=1, predict the reactants needed to synthesize it. The reactants are: [CH3:1][C:2]1[CH:7]=[CH:6][C:5]([C:8]2[O:12][N:11]=[CH:10][C:9]=2[C:13]([OH:15])=O)=[CH:4][CH:3]=1.C(O)(=O)C(O)=O.[F:22][C:23]([F:37])([F:36])[C:24]1[CH:35]=[CH:34][C:27]([CH2:28][CH:29]2[CH2:33][CH2:32][NH:31][CH2:30]2)=[CH:26][CH:25]=1. (3) The reactants are: Cl.[CH2:2]([O:9][C:10]1[CH:11]=[C:12]2[C:16](=[CH:17][CH:18]=1)[NH:15][CH:14]=[C:13]2[C:19](=O)[CH2:20][CH:21]1[CH2:26][CH2:25][NH:24][CH2:23][CH2:22]1)[C:3]1[CH:8]=[CH:7][CH:6]=[CH:5][CH:4]=1.[H-].[H-].[H-].[H-].[Li+].[Al+3]. Given the product [CH2:2]([O:9][C:10]1[CH:11]=[C:12]2[C:16](=[CH:17][CH:18]=1)[NH:15][CH:14]=[C:13]2[CH2:19][CH2:20][CH:21]1[CH2:26][CH2:25][NH:24][CH2:23][CH2:22]1)[C:3]1[CH:8]=[CH:7][CH:6]=[CH:5][CH:4]=1, predict the reactants needed to synthesize it.